From a dataset of Reaction yield outcomes from USPTO patents with 853,638 reactions. Predict the reaction yield, written as a fraction of the theoretical maximum amount of product (1.0 means a 100% yield; for example, 0.34 means a 34% yield). (1) The reactants are [NH2:1][C:2]1[C:11]2[C:6](=[C:7](Br)[CH:8]=[CH:9][CH:10]=2)[N:5]=[N:4][C:3]=1[C:13]([NH:15][CH2:16][CH2:17][CH3:18])=[O:14].[CH3:19][N:20]([CH3:30])[C:21]1[CH:26]=[CH:25][C:24](B(O)O)=[CH:23][CH:22]=1. The yield is 0.930. The product is [NH2:1][C:2]1[C:11]2[C:6](=[C:7]([C:24]3[CH:25]=[CH:26][C:21]([N:20]([CH3:30])[CH3:19])=[CH:22][CH:23]=3)[CH:8]=[CH:9][CH:10]=2)[N:5]=[N:4][C:3]=1[C:13]([NH:15][CH2:16][CH2:17][CH3:18])=[O:14]. No catalyst specified. (2) The reactants are C[O:2][CH2:3][C@H:4]([CH3:34])[O:5][C:6]1[CH:7]=[C:8]([CH:20]=[C:21]([C:23]2[NH:24][C:25]([C:28]3[O:29][C@@H:30]([CH3:33])[CH2:31][N:32]=3)=[CH:26][CH:27]=2)[CH:22]=1)[O:9][C:10]1[CH:15]=[N:14][C:13]([S:16]([CH3:19])(=[O:18])=[O:17])=[CH:12][N:11]=1.B(Br)(Br)Br.C(=O)([O-])O.[Na+]. The catalyst is C(Cl)Cl. The product is [CH3:33][C@@H:30]1[O:29][C:28]([C:25]2[NH:24][C:23]([C:21]3[CH:22]=[C:6]([CH:7]=[C:8]([O:9][C:10]4[CH:15]=[N:14][C:13]([S:16]([CH3:19])(=[O:18])=[O:17])=[CH:12][N:11]=4)[CH:20]=3)[O:5][C@@H:4]([CH3:34])[CH2:3][OH:2])=[CH:27][CH:26]=2)=[N:32][CH2:31]1. The yield is 0.590. (3) The reactants are C(O)(C(F)(F)F)=O.[CH2:8]([O:15][P:16]([O:26][CH2:27][CH2:28][O:29][CH2:30][CH2:31][O:32][CH2:33][C:34]([CH3:43])([CH3:42])[C:35]([O:37]C(C)(C)C)=[O:36])([O:18][CH2:19][C:20]1[CH:25]=[CH:24][CH:23]=[CH:22][CH:21]=1)=[O:17])[C:9]1[CH:14]=[CH:13][CH:12]=[CH:11][CH:10]=1. The catalyst is C(Cl)Cl. The product is [CH2:8]([O:15][P:16]([O:26][CH2:27][CH2:28][O:29][CH2:30][CH2:31][O:32][CH2:33][C:34]([CH3:43])([CH3:42])[C:35]([OH:37])=[O:36])([O:18][CH2:19][C:20]1[CH:25]=[CH:24][CH:23]=[CH:22][CH:21]=1)=[O:17])[C:9]1[CH:10]=[CH:11][CH:12]=[CH:13][CH:14]=1. The yield is 0.990.